Task: Predict the product of the given reaction.. Dataset: Forward reaction prediction with 1.9M reactions from USPTO patents (1976-2016) (1) Given the reactants C([O:5][C:6](=[O:44])[C:7]1[CH:12]=[CH:11][C:10]([N:13]([CH:15]([C:26](=[O:43])[N:27]([C:34]2[O:42][C:38]3=[CH:39][CH:40]=[CH:41][C:37]3=[CH:36][CH:35]=2)[C:28]2[CH:33]=[CH:32][CH:31]=[CH:30][CH:29]=2)[C:16]2[CH:21]=[CH:20][C:19]([C:22]([CH3:25])([CH3:24])[CH3:23])=[CH:18][CH:17]=2)[CH3:14])=[CH:9][CH:8]=1)(C)(C)C.C(O)(C(F)(F)F)=O, predict the reaction product. The product is: [O:42]1[C:38]2=[CH:39][CH:40]=[CH:41][C:37]2=[CH:36][CH:35]=[C:34]1[N:27]([C:28]1[CH:29]=[CH:30][CH:31]=[CH:32][CH:33]=1)[C:26]([CH:15]([N:13]([CH3:14])[C:10]1[CH:9]=[CH:8][C:7]([C:6]([OH:44])=[O:5])=[CH:12][CH:11]=1)[C:16]1[CH:17]=[CH:18][C:19]([C:22]([CH3:25])([CH3:23])[CH3:24])=[CH:20][CH:21]=1)=[O:43]. (2) Given the reactants [CH3:1][C:2]1[N:3]([CH2:12][C:13]2[CH:18]=[CH:17][C:16]([CH2:19][N:20]3[CH:24]=[C:23]([CH3:25])[CH:22]=[N:21]3)=[CH:15][CH:14]=2)[C:4]([CH3:11])=[CH:5][C:6]=1[C:7]([O:9]C)=[O:8].[OH-].[Li+], predict the reaction product. The product is: [CH3:1][C:2]1[N:3]([CH2:12][C:13]2[CH:18]=[CH:17][C:16]([CH2:19][N:20]3[CH:24]=[C:23]([CH3:25])[CH:22]=[N:21]3)=[CH:15][CH:14]=2)[C:4]([CH3:11])=[CH:5][C:6]=1[C:7]([OH:9])=[O:8].